Predict which catalyst facilitates the given reaction. From a dataset of Catalyst prediction with 721,799 reactions and 888 catalyst types from USPTO. (1) Product: [F:18][C:13]1[CH:12]=[CH:11][CH:10]=[C:9]([NH:8][C:7]2[N:16]=[C:3]([NH:32][C:33]3[CH:41]=[C:40]4[C:36]([CH2:37][CH2:38][N:39]4[C:42](=[O:47])[C:43]([OH:45])([CH3:44])[CH3:46])=[CH:35][C:34]=3[O:48][CH3:49])[NH:4][C:5]3=[N:21][CH:20]=[CH:19][C:6]=23)[C:14]=1[C:15]([NH:51][CH3:50])=[O:17]. The catalyst class is: 56. Reactant: Cl.Cl[C:3]1[N:16]2[C:7](=[N:8][C:9]3[C:14]([C:15]2=[O:17])=[C:13]([F:18])[CH:12]=[CH:11][CH:10]=3)[C:6]2[CH:19]=[CH:20][N:21](S(C3C=CC(C)=CC=3)(=O)=O)[C:5]=2[N:4]=1.[NH2:32][C:33]1[CH:41]=[C:40]2[C:36]([CH2:37][CH2:38][N:39]2[C:42](=[O:47])[C:43]([CH3:46])([OH:45])[CH3:44])=[CH:35][C:34]=1[O:48][CH3:49].[CH3:50][NH2:51].[OH-].[K+]. (2) Reactant: [CH3:1][C:2]1[CH:3]=[C:4]([CH:8]=[CH:9][CH2:10]O)[CH:5]=[CH:6][CH:7]=1.C1(P(C2C=CC=CC=2)C2C=CC=CC=2)C=CC=CC=1.[Cl:31]N1C(=O)CCC1=O.O. Product: [Cl:31][CH2:10][CH:9]=[CH:8][C:4]1[CH:5]=[CH:6][CH:7]=[C:2]([CH3:1])[CH:3]=1. The catalyst class is: 2.